This data is from Catalyst prediction with 721,799 reactions and 888 catalyst types from USPTO. The task is: Predict which catalyst facilitates the given reaction. Reactant: [CH3:1][O:2][CH2:3][CH2:4][NH:5][C:6]1[CH:11]=[CH:10][C:9]([N+:12]([O-])=O)=[CH:8][N:7]=1. Product: [CH3:1][O:2][CH2:3][CH2:4][NH:5][C:6]1[CH:11]=[CH:10][C:9]([NH2:12])=[CH:8][N:7]=1. The catalyst class is: 78.